Task: Predict the reaction yield, written as a fraction of the theoretical maximum amount of product (1.0 means a 100% yield; for example, 0.34 means a 34% yield).. Dataset: Reaction yield outcomes from USPTO patents with 853,638 reactions The reactants are [Cl:1][C:2]1[CH:14]=[CH:13][C:5]([C:6](=[C:8]([C:11]#[N:12])[C:9]#[N:10])[CH3:7])=[CH:4][CH:3]=1.[BH4-].[Na+].Cl. The catalyst is C(O)C. The product is [Cl:1][C:2]1[CH:3]=[CH:4][C:5]([CH:6]([CH:8]([C:9]#[N:10])[C:11]#[N:12])[CH3:7])=[CH:13][CH:14]=1. The yield is 0.560.